From a dataset of Full USPTO retrosynthesis dataset with 1.9M reactions from patents (1976-2016). Predict the reactants needed to synthesize the given product. (1) Given the product [Cl:32][C:33]1[CH:34]=[CH:35][C:36]([N:46]2[CH2:50][CH2:49][CH2:48][CH2:47]2)=[C:37]([CH2:39][N:40]2[CH2:41][CH2:42][N:43]([C:12]([O:8][CH:3]([C:4]([F:7])([F:6])[F:5])[C:2]([F:10])([F:9])[F:1])=[O:14])[CH2:44][CH2:45]2)[CH:38]=1, predict the reactants needed to synthesize it. The reactants are: [F:1][C:2]([F:10])([F:9])[CH:3]([OH:8])[C:4]([F:7])([F:6])[F:5].Cl[C:12](Cl)([O:14]C(=O)OC(Cl)(Cl)Cl)Cl.C(N(CC)C(C)C)(C)C.[Cl:32][C:33]1[CH:34]=[CH:35][C:36]([N:46]2[CH2:50][CH2:49][CH2:48][CH2:47]2)=[C:37]([CH2:39][N:40]2[CH2:45][CH2:44][NH:43][CH2:42][CH2:41]2)[CH:38]=1. (2) Given the product [C:1]([O:19][CH2:18][C:17]([CH3:21])([CH3:20])[CH2:16][N:15]1[C:9]2[CH:8]=[CH:7][C:6]([Cl:5])=[CH:49][C:10]=2[C@@H:11]([C:39]2[CH:44]=[CH:43][CH:42]=[C:41]([O:45][CH3:46])[C:40]=2[O:47][CH3:48])[O:12][C@H:13]([CH2:23][C:24]([NH:26][C:27]2[CH:28]=[CH:29][C:30]([CH3:38])=[C:31]([CH2:33][CH2:34][C:35]([OH:37])=[O:36])[CH:32]=2)=[O:25])[C:14]1=[O:22])(=[O:3])[CH3:2], predict the reactants needed to synthesize it. The reactants are: [C:1](Cl)(=[O:3])[CH3:2].[Cl:5][C:6]1[CH:7]=[CH:8][C:9]2[N:15]([CH2:16][C:17]([CH3:21])([CH3:20])[CH2:18][OH:19])[C:14](=[O:22])[C@@H:13]([CH2:23][C:24]([NH:26][C:27]3[CH:28]=[CH:29][C:30]([CH3:38])=[C:31]([CH2:33][CH2:34][C:35]([OH:37])=[O:36])[CH:32]=3)=[O:25])[O:12][C@H:11]([C:39]3[CH:44]=[CH:43][CH:42]=[C:41]([O:45][CH3:46])[C:40]=3[O:47][CH3:48])[C:10]=2[CH:49]=1.N1C=CC=CC=1.C(OCC)(=O)C. (3) Given the product [C:19]([C:17]1[N:18]=[C:14]([C:13]2[S:12][C:11]([C:23]3[CH:28]=[CH:27][N:26]=[C:25]([NH:29][C:30](=[O:32])[CH3:31])[CH:24]=3)=[N:10][C:9]=2[C:3]2[CH:4]=[CH:5][C:6]([Cl:8])=[CH:7][C:2]=2[Cl:1])[NH:15][CH:16]=1)#[N:35], predict the reactants needed to synthesize it. The reactants are: [Cl:1][C:2]1[CH:7]=[C:6]([Cl:8])[CH:5]=[CH:4][C:3]=1[C:9]1[N:10]=[C:11]([C:23]2[CH:28]=[CH:27][N:26]=[C:25]([NH:29][C:30](=[O:32])[CH3:31])[CH:24]=2)[S:12][C:13]=1[C:14]1[NH:15][CH:16]=[C:17]([C:19](F)(F)F)[N:18]=1.O.[OH-].[NH4+:35]. (4) Given the product [CH2:23]([C:8]1[CH:9]=[C:10]([S:13][CH2:14][CH2:15][C@@H:16]([O:18][C:31]2[CH:32]=[CH:33][C:28]([CH2:26][CH3:27])=[CH:29][C:30]=2[C:35]2[CH:40]=[CH:39][CH:38]=[CH:37][N:36]=2)[CH3:17])[CH:11]=[CH:12][C:7]=1[CH2:6][CH2:5][C:4]([OH:3])=[O:25])[CH3:24], predict the reactants needed to synthesize it. The reactants are: C([O:3][C:4](=[O:25])[CH2:5][CH2:6][C:7]1[CH:12]=[CH:11][C:10]([S:13][CH2:14][CH2:15][C@H:16]([O:18]S(C)(=O)=O)[CH3:17])=[CH:9][C:8]=1[CH2:23][CH3:24])C.[CH2:26]([C:28]1[CH:33]=[CH:32][C:31](O)=[C:30]([C:35]2[CH:40]=[CH:39][CH:38]=[CH:37][N:36]=2)[CH:29]=1)[CH3:27].